This data is from Forward reaction prediction with 1.9M reactions from USPTO patents (1976-2016). The task is: Predict the product of the given reaction. (1) Given the reactants F[C:2]1[N:7]=[CH:6][C:5]([CH:8]([N:10]2[CH2:15][CH2:14][O:13][CH2:12][CH2:11]2)[CH3:9])=[CH:4][C:3]=1[C:16]1[N:24]=[C:23]([CH3:25])[N:22]=[C:21]2[C:17]=1[N:18]=[CH:19][N:20]2[CH:26]1[CH2:31][CH2:30][CH2:29][CH2:28][O:27]1.[NH2:32][C:33]1[CH:34]=[C:35]([NH:40][S:41]([CH3:44])(=[O:43])=[O:42])[C:36]([Cl:39])=[N:37][CH:38]=1.C[Si]([N-][Si](C)(C)C)(C)C.[Na+], predict the reaction product. The product is: [Cl:39][C:36]1[C:35]([NH:40][S:41]([CH3:44])(=[O:43])=[O:42])=[CH:34][C:33]([NH:32][C:2]2[C:3]([C:16]3[N:24]=[C:23]([CH3:25])[N:22]=[C:21]4[C:17]=3[N:18]=[CH:19][N:20]4[CH:26]3[CH2:31][CH2:30][CH2:29][CH2:28][O:27]3)=[CH:4][C:5]([CH:8]([N:10]3[CH2:15][CH2:14][O:13][CH2:12][CH2:11]3)[CH3:9])=[CH:6][N:7]=2)=[CH:38][N:37]=1. (2) The product is: [OH:1][C:2]([C:21]1[S:22][CH:23]=[CH:24][CH:25]=1)([C:26]1[S:27][CH:28]=[CH:29][CH:30]=1)[C:3]([O:5][C@H:6]1[CH2:7][CH2:8][C@H:9]([NH:12][CH3:13])[CH2:10][CH2:11]1)=[O:4]. Given the reactants [OH:1][C:2]([C:26]1[S:27][CH:28]=[CH:29][CH:30]=1)([C:21]1[S:22][CH:23]=[CH:24][CH:25]=1)[C:3]([O:5][C@H:6]1[CH2:11][CH2:10][C@H:9]([N:12](C(OC(C)(C)C)=O)[CH3:13])[CH2:8][CH2:7]1)=[O:4].Cl, predict the reaction product. (3) Given the reactants [F:1][C:2]1[CH:18]=[CH:17][C:16]([C:19]([F:22])([F:21])[F:20])=[CH:15][C:3]=1[CH2:4][C:5]1[O:9][N:8]=[C:7]([C:10]([O:12]CC)=O)[N:6]=1.Cl.[Cl:24][C:25]1[CH:26]=[C:27]2[C:31](=[CH:32][CH:33]=1)[NH:30][CH:29]=[C:28]2[CH2:34][CH2:35][NH2:36].CN(C(ON1N=NC2C=CC=NC1=2)=[N+](C)C)C.F[P-](F)(F)(F)(F)F.C(N(CC)C(C)C)(C)C, predict the reaction product. The product is: [Cl:24][C:25]1[CH:26]=[C:27]2[C:31](=[CH:32][CH:33]=1)[NH:30][CH:29]=[C:28]2[CH2:34][CH2:35][NH:36][C:10]([C:7]1[N:6]=[C:5]([CH2:4][C:3]2[CH:15]=[C:16]([C:19]([F:20])([F:21])[F:22])[CH:17]=[CH:18][C:2]=2[F:1])[O:9][N:8]=1)=[O:12]. (4) Given the reactants [NH2:1][C:2]1[N:7]=[CH:6][N:5]=[C:4]2[N:8]([C:33]3[CH:38]=[CH:37][C:36]([CH:39]=O)=[CH:35][CH:34]=3)[N:9]=[C:10]([C:11]3[CH:16]=[CH:15][C:14]([NH:17][C:18](=[O:30])[C:19]4[CH:24]=[CH:23][C:22]([C:25]([F:28])([F:27])[F:26])=[CH:21][C:20]=4[F:29])=[C:13]([O:31][CH3:32])[CH:12]=3)[C:3]=12.[OH:41][CH2:42][CH2:43][N:44]1[CH2:49][CH2:48][NH:47][CH2:46][CH2:45]1.C(O[BH-](OC(=O)C)OC(=O)C)(=O)C.[Na+].[OH-].[Na+], predict the reaction product. The product is: [NH2:1][C:2]1[N:7]=[CH:6][N:5]=[C:4]2[N:8]([C:33]3[CH:34]=[CH:35][C:36]([CH2:39][N:47]4[CH2:48][CH2:49][N:44]([CH2:43][CH2:42][OH:41])[CH2:45][CH2:46]4)=[CH:37][CH:38]=3)[N:9]=[C:10]([C:11]3[CH:16]=[CH:15][C:14]([NH:17][C:18](=[O:30])[C:19]4[CH:24]=[CH:23][C:22]([C:25]([F:27])([F:28])[F:26])=[CH:21][C:20]=4[F:29])=[C:13]([O:31][CH3:32])[CH:12]=3)[C:3]=12.